Dataset: Reaction yield outcomes from USPTO patents with 853,638 reactions. Task: Predict the reaction yield, written as a fraction of the theoretical maximum amount of product (1.0 means a 100% yield; for example, 0.34 means a 34% yield). (1) The reactants are [N+](C1C=CC(O[C:9]([O:11][CH2:12][C@H:13]2[S:17][CH2:16][C@@H:15]([N:18]3[CH:23]=[CH:22][C:21]([NH:24][C:25](=[O:32])[O:26][CH2:27][C:28]([Cl:31])([Cl:30])[Cl:29])=[N:20][C:19]3=[O:33])[O:14]2)=[O:10])=CC=1)([O-])=O.CCN(C(C)C)C(C)C.[NH2:45][CH2:46][CH2:47][NH:48][C:49](=[O:71])[CH2:50][CH2:51]/[CH:52]=[CH:53]\[CH2:54]/[CH:55]=[CH:56]\[CH2:57]/[CH:58]=[CH:59]\[CH2:60]/[CH:61]=[CH:62]\[CH2:63]/[CH:64]=[CH:65]\[CH2:66]/[CH:67]=[CH:68]\[CH2:69][CH3:70]. The catalyst is CN(C1C=CN=CC=1)C.C(Cl)Cl. The product is [C:49]([NH:48][CH2:47][CH2:46][NH:45][C:9]([O:11][CH2:12][C@H:13]1[S:17][CH2:16][C@@H:15]([N:18]2[CH:23]=[CH:22][C:21]([NH:24][C:25](=[O:32])[O:26][CH2:27][C:28]([Cl:31])([Cl:29])[Cl:30])=[N:20][C:19]2=[O:33])[O:14]1)=[O:10])(=[O:71])[CH2:50][CH2:51]/[CH:52]=[CH:53]\[CH2:54]/[CH:55]=[CH:56]\[CH2:57]/[CH:58]=[CH:59]\[CH2:60]/[CH:61]=[CH:62]\[CH2:63]/[CH:64]=[CH:65]\[CH2:66]/[CH:67]=[CH:68]\[CH2:69][CH3:70]. The yield is 0.430. (2) The reactants are C([O:3][C:4]([C:6]1[C:7]([C:12]2[CH:17]=[CH:16][C:15]([F:18])=[CH:14][CH:13]=2)=[N:8][O:9][C:10]=1[CH3:11])=O)C.[H-].[Al+3].[Li+].[H-].[H-].[H-].O.[OH-].[Na+]. The catalyst is C1COCC1. The product is [F:18][C:15]1[CH:14]=[CH:13][C:12]([C:7]2[C:6]([CH2:4][OH:3])=[C:10]([CH3:11])[O:9][N:8]=2)=[CH:17][CH:16]=1. The yield is 0.710. (3) The reactants are [CH:1]([N:4]1[CH2:9][CH2:8][CH:7]([O:10][C:11]2[CH:19]=[CH:18][C:17]3[N:16]4[CH2:20][C@H:21]([CH3:25])[NH:22][C:23](=[O:24])[C:15]4=[CH:14][C:13]=3[CH:12]=2)[CH2:6][CH2:5]1)([CH3:3])[CH3:2].Br[CH2:27][CH:28]1[CH2:30][CH2:29]1.[H-].[Na+]. No catalyst specified. The product is [CH:28]1([CH2:27][N:22]2[C@@H:21]([CH3:25])[CH2:20][N:16]3[C:17]4[CH:18]=[CH:19][C:11]([O:10][CH:7]5[CH2:8][CH2:9][N:4]([CH:1]([CH3:3])[CH3:2])[CH2:5][CH2:6]5)=[CH:12][C:13]=4[CH:14]=[C:15]3[C:23]2=[O:24])[CH2:30][CH2:29]1. The yield is 0.470. (4) The reactants are C([O:4][C@@H:5]1[C@@H:10]([O:11]C(=O)C)[C@H:9]([O:15]C(=O)C)[C@@H:8]([CH2:19][O:20]C(=O)C)[O:7][C@H:6]1[C:24]1[CH:25]=[C:26]([C:30]2[CH:35]=[CH:34][C:33]([C@@H:36]3[C@@H:39]([CH2:40][CH2:41][C@@H:42]([C:44]4[CH:49]=[CH:48][C:47]([F:50])=[CH:46][CH:45]=4)[OH:43])[C:38](=[O:51])[N:37]3[C:52]3[CH:57]=[CH:56][CH:55]=[CH:54][CH:53]=3)=[CH:32][CH:31]=2)[CH:27]=[CH:28][CH:29]=1)(=O)C.C(N(CC)CC)C.O. The catalyst is CO. The product is [F:50][C:47]1[CH:48]=[CH:49][C:44]([C@@H:42]([OH:43])[CH2:41][CH2:40][C@H:39]2[C:38](=[O:51])[N:37]([C:52]3[CH:53]=[CH:54][CH:55]=[CH:56][CH:57]=3)[C@@H:36]2[C:33]2[CH:32]=[CH:31][C:30]([C:26]3[CH:27]=[CH:28][CH:29]=[C:24]([C@@H:6]4[O:7][C@H:8]([CH2:19][OH:20])[C@@H:9]([OH:15])[C@H:10]([OH:11])[C@H:5]4[OH:4])[CH:25]=3)=[CH:35][CH:34]=2)=[CH:45][CH:46]=1. The yield is 0.350.